Regression. Given two drug SMILES strings and cell line genomic features, predict the synergy score measuring deviation from expected non-interaction effect. From a dataset of NCI-60 drug combinations with 297,098 pairs across 59 cell lines. (1) Synergy scores: CSS=8.85, Synergy_ZIP=-2.86, Synergy_Bliss=-0.0926, Synergy_Loewe=4.71, Synergy_HSA=3.15. Cell line: SK-MEL-5. Drug 2: C1C(C(OC1N2C=NC3=C2NC=NCC3O)CO)O. Drug 1: CC12CCC3C(C1CCC2O)C(CC4=C3C=CC(=C4)O)CCCCCCCCCS(=O)CCCC(C(F)(F)F)(F)F. (2) Drug 1: CCC1=C2CN3C(=CC4=C(C3=O)COC(=O)C4(CC)O)C2=NC5=C1C=C(C=C5)O. Drug 2: CN(CCCl)CCCl.Cl. Cell line: MOLT-4. Synergy scores: CSS=90.8, Synergy_ZIP=2.76, Synergy_Bliss=3.94, Synergy_Loewe=3.63, Synergy_HSA=5.94. (3) Drug 1: CCCS(=O)(=O)NC1=C(C(=C(C=C1)F)C(=O)C2=CNC3=C2C=C(C=N3)C4=CC=C(C=C4)Cl)F. Drug 2: CC12CCC(CC1=CCC3C2CCC4(C3CC=C4C5=CN=CC=C5)C)O. Cell line: NCI/ADR-RES. Synergy scores: CSS=2.79, Synergy_ZIP=-2.39, Synergy_Bliss=1.32, Synergy_Loewe=-4.12, Synergy_HSA=-0.103. (4) Drug 1: C1CCC(C1)C(CC#N)N2C=C(C=N2)C3=C4C=CNC4=NC=N3. Drug 2: CS(=O)(=O)OCCCCOS(=O)(=O)C. Cell line: SK-MEL-2. Synergy scores: CSS=-2.99, Synergy_ZIP=4.17, Synergy_Bliss=3.49, Synergy_Loewe=-4.14, Synergy_HSA=-3.67. (5) Drug 1: CC(CN1CC(=O)NC(=O)C1)N2CC(=O)NC(=O)C2. Drug 2: CCCS(=O)(=O)NC1=C(C(=C(C=C1)F)C(=O)C2=CNC3=C2C=C(C=N3)C4=CC=C(C=C4)Cl)F. Cell line: HS 578T. Synergy scores: CSS=0.431, Synergy_ZIP=-2.60, Synergy_Bliss=-3.24, Synergy_Loewe=-10.2, Synergy_HSA=-9.17.